This data is from Reaction yield outcomes from USPTO patents with 853,638 reactions. The task is: Predict the reaction yield, written as a fraction of the theoretical maximum amount of product (1.0 means a 100% yield; for example, 0.34 means a 34% yield). (1) The reactants are [CH2:1]([N:8]1[C:13](=[O:14])[C:12]2[C:15]([CH3:18])=[N:16][S:17][C:11]=2[N:10]=[C:9]1[CH:19]([NH:22][CH2:23][CH2:24][CH2:25][N:26]([CH3:28])[CH3:27])[CH2:20][CH3:21])[C:2]1[CH:7]=[CH:6][CH:5]=[CH:4][CH:3]=1.C(=O)([O-])[O-].[K+].[K+].[C:35]1([CH3:44])[CH:40]=[CH:39][C:38]([C:41](Cl)=[O:42])=[CH:37][CH:36]=1. The catalyst is ClCCl. The yield is 0.480. The product is [CH2:1]([N:8]1[C:13](=[O:14])[C:12]2[C:15]([CH3:18])=[N:16][S:17][C:11]=2[N:10]=[C:9]1[CH:19]([N:22]([CH2:23][CH2:24][CH2:25][N:26]([CH3:27])[CH3:28])[C:41](=[O:42])[C:38]1[CH:39]=[CH:40][C:35]([CH3:44])=[CH:36][CH:37]=1)[CH2:20][CH3:21])[C:2]1[CH:7]=[CH:6][CH:5]=[CH:4][CH:3]=1. (2) The reactants are [C:1]1([CH2:7][O:8][C:9]2[CH:10]=[C:11]3[C:15](=[CH:16][CH:17]=2)[N:14]([C:18]([O:20][C:21]([CH3:24])([CH3:23])[CH3:22])=[O:19])[CH:13]=[CH:12]3)[CH:6]=[CH:5][CH:4]=[CH:3][CH:2]=1.[B:25](OC(C)C)([O:30]C(C)C)[O:26]C(C)C.C([N-]C(C)C)(C)C.[Li+].Cl. The catalyst is O1CCCC1. The product is [CH3:22][C:21]([O:20][C:18]([N:14]1[C:15]2[C:11](=[CH:10][C:9]([O:8][CH2:7][C:1]3[CH:6]=[CH:5][CH:4]=[CH:3][CH:2]=3)=[CH:17][CH:16]=2)[CH:12]=[C:13]1[B:25]([OH:30])[OH:26])=[O:19])([CH3:24])[CH3:23]. The yield is 1.00. (3) The reactants are ClC(OC(C)C)=O.FC(F)(F)C(O)=O.N1CCC(N2C3=NC=NC(OC4C=CC=CC=4C#N)=C3C=N2)CC1.[C:39]([O:43][C:44]([N:46]1[CH2:51][CH2:50][CH:49]([N:52]2[C:56]3=[N:57][CH:58]=[N:59][C:60]([O:61][C:62]4[CH:67]=[CH:66][CH:65]=[CH:64][C:63]=4[C:68]#[N:69])=[C:55]3[CH:54]=[N:53]2)[CH2:48][CH2:47]1)=[O:45])(C)([CH3:41])[CH3:40].FC(F)(F)C(O)=O.C(OC1C=CC(OC2N=CN=C3N(C4CCNCC4)N=CC=23)=C(F)C=1)C.C(N(C(C)C)CC)(C)C. The catalyst is ClCCl.O. The product is [CH:39]([O:43][C:44]([N:46]1[CH2:47][CH2:48][CH:49]([N:52]2[C:56]3=[N:57][CH:58]=[N:59][C:60]([O:61][C:62]4[CH:67]=[CH:66][CH:65]=[CH:64][C:63]=4[C:68]#[N:69])=[C:55]3[CH:54]=[N:53]2)[CH2:50][CH2:51]1)=[O:45])([CH3:41])[CH3:40]. The yield is 0.700. (4) The reactants are [Br:1][C:2]1[CH:3]=[C:4]([S:10]([CH2:13][CH2:14][OH:15])(=[O:12])=[O:11])[CH:5]=[CH:6][C:7]=1[O:8][CH3:9].[O:16]1[CH:21]=[CH:20][CH2:19][CH2:18][CH2:17]1.C1(C)C=CC(S([O-])(=O)=O)=CC=1.[NH+]1C=CC=CC=1.CC(=O)OCC. The catalyst is C(Cl)Cl. The product is [Br:1][C:2]1[CH:3]=[C:4]([S:10]([CH2:13][CH2:14][O:15][CH:17]2[CH2:18][CH2:19][CH2:20][CH2:21][O:16]2)(=[O:11])=[O:12])[CH:5]=[CH:6][C:7]=1[O:8][CH3:9]. The yield is 0.856. (5) The reactants are Br[C:2]1[CH:3]=[CH:4][C:5]([CH2:8][O:9][Si:10]([C:13]([CH3:16])([CH3:15])[CH3:14])([CH3:12])[CH3:11])=[N:6][CH:7]=1.[Li][CH2:18]CCC.[Cl-].[NH4+].[CH2:24]1[CH2:28][O:27][CH2:26][CH2:25]1. No catalyst specified. The product is [Si:10]([O:9][CH2:8][C:5]1[CH:4]=[CH:3][C:2]([CH:28]([OH:27])[CH2:24][CH:25]([CH3:18])[CH3:26])=[CH:7][N:6]=1)([C:13]([CH3:16])([CH3:15])[CH3:14])([CH3:12])[CH3:11]. The yield is 0.640. (6) The reactants are [OH:1][C:2]1[CH:3]=[C:4]([CH2:8][CH2:9][N:10]([CH2:17][CH:18]2[CH2:22][CH2:21][O:20][CH2:19]2)[CH2:11][C:12]([N:14]([CH3:16])[CH3:15])=[O:13])[CH:5]=[CH:6][CH:7]=1.Br[CH2:24][CH2:25][CH2:26][CH3:27].C(=O)([O-])[O-].[K+].[K+].[I].[K].[ClH:36]. The catalyst is CN(C=O)C.CCOC(C)=O.C(OCC)C. The product is [ClH:36].[CH2:24]([O:1][C:2]1[CH:3]=[C:4]([CH2:8][CH2:9][N:10]([CH2:17][CH:18]2[CH2:22][CH2:21][O:20][CH2:19]2)[CH2:11][C:12]([N:14]([CH3:16])[CH3:15])=[O:13])[CH:5]=[CH:6][CH:7]=1)[CH2:25][CH2:26][CH3:27]. The yield is 0.500.